Dataset: Forward reaction prediction with 1.9M reactions from USPTO patents (1976-2016). Task: Predict the product of the given reaction. (1) Given the reactants C(N(CC)C(C1C=C(C2C=NN(CCCO)C=2)C=CC=1NC1C(C(F)(F)F)=CN=C(NC2C=CC(CP(=O)(O)OCC)=CC=2OC)N=1)=O)C.[F:50][C:51]1[C:59]([C:60]2[CH:61]=[N:62][N:63]([CH2:65][CH2:66][CH2:67][OH:68])[CH:64]=2)=[C:58]2[C:54]([C:55](=[O:70])[N:56]([CH3:69])[CH2:57]2)=[C:53]([NH:71][C:72]2[C:77]([C:78]([F:81])([F:80])[F:79])=[CH:76][N:75]=[C:74]([NH:82][C:83]3[CH:97]=[CH:96][C:86]([CH2:87][P:88](=[O:95])([O:92]CC)[O:89][CH2:90][CH3:91])=[CH:85][C:84]=3[O:98][CH3:99])[N:73]=2)[CH:52]=1, predict the reaction product. The product is: [F:50][C:51]1[C:59]([C:60]2[CH:61]=[N:62][N:63]([CH2:65][CH2:66][CH2:67][OH:68])[CH:64]=2)=[C:58]2[C:54]([C:55](=[O:70])[N:56]([CH3:69])[CH2:57]2)=[C:53]([NH:71][C:72]2[C:77]([C:78]([F:81])([F:79])[F:80])=[CH:76][N:75]=[C:74]([NH:82][C:83]3[CH:97]=[CH:96][C:86]([CH2:87][P:88](=[O:92])([OH:95])[O:89][CH2:90][CH3:91])=[CH:85][C:84]=3[O:98][CH3:99])[N:73]=2)[CH:52]=1. (2) Given the reactants [Cl:1][C:2]1[CH:3]=[CH:4][C:5]([OH:12])=[C:6]([NH:8][C:9]([NH2:11])=[O:10])[CH:7]=1.C(=O)([O-])[O-].[Cs+].[Cs+].[CH2:19]([CH:21]1[O:23][CH2:22]1)Br, predict the reaction product. The product is: [Cl:1][C:2]1[CH:3]=[CH:4][C:5]([O:12][CH2:19][CH:21]2[CH2:22][O:23]2)=[C:6]([NH:8][C:9]([NH2:11])=[O:10])[CH:7]=1. (3) The product is: [CH3:24][C:10]1[N:9]=[C:8]([C:4]2[CH:5]=[N:6][CH:7]=[C:2]([C:29]3[CH:28]=[N:27][C:26]([NH2:25])=[N:31][CH:30]=3)[CH:3]=2)[CH:13]=[C:12]([C:14]2[CH:19]=[CH:18][C:17]([C:20]([F:23])([F:22])[F:21])=[CH:16][CH:15]=2)[CH:11]=1. Given the reactants Br[C:2]1[CH:3]=[C:4]([C:8]2[CH:13]=[C:12]([C:14]3[CH:19]=[CH:18][C:17]([C:20]([F:23])([F:22])[F:21])=[CH:16][CH:15]=3)[CH:11]=[C:10]([CH3:24])[N:9]=2)[CH:5]=[N:6][CH:7]=1.[NH2:25][C:26]1[N:31]=[CH:30][C:29](B2OC(C)(C)C(C)(C)O2)=[CH:28][N:27]=1, predict the reaction product. (4) Given the reactants ClC1C=C(S(NC23CCC(C4N5C6C=CN(S(C7C=CC(C)=CC=7)(=O)=O)C=6N=CC5=NN=4)(CC2)CC3)(=O)=O)C=CC=1.[NH:42]([C:44]1[N:45]=[C:46]2[CH:52]=[CH:51][N:50]([S:53]([C:56]3[CH:62]=[CH:61][C:59]([CH3:60])=[CH:58][CH:57]=3)(=[O:55])=[O:54])[C:47]2=[N:48][CH:49]=1)[NH2:43].[C:63]([O:67][C:68]([NH:70][C:71]12[CH2:78][CH2:77][C:74]([C:79](O)=[O:80])([CH2:75][CH2:76]1)[CH2:73][CH2:72]2)=[O:69])([CH3:66])([CH3:65])[CH3:64], predict the reaction product. The product is: [S:53]([N:50]1[C:47]2=[N:48][CH:49]=[C:44]([NH:42][NH:43][C:79]([C:74]34[CH2:75][CH2:76][C:71]([NH:70][C:68](=[O:69])[O:67][C:63]([CH3:65])([CH3:64])[CH3:66])([CH2:72][CH2:73]3)[CH2:78][CH2:77]4)=[O:80])[N:45]=[C:46]2[CH:52]=[CH:51]1)([C:56]1[CH:62]=[CH:61][C:59]([CH3:60])=[CH:58][CH:57]=1)(=[O:54])=[O:55]. (5) Given the reactants C[O:2][C:3]([C:5]1[S:9][C:8]([CH2:10][CH2:11][C:12]2[C:13]([C:18]3[CH:23]=[CH:22][C:21]([F:24])=[CH:20][N:19]=3)=[N:14][O:15][C:16]=2[CH3:17])=[N:7][CH:6]=1)=[O:4].O.[OH-].[Li+], predict the reaction product. The product is: [F:24][C:21]1[CH:22]=[CH:23][C:18]([C:13]2[C:12]([CH2:11][CH2:10][C:8]3[S:9][C:5]([C:3]([OH:4])=[O:2])=[CH:6][N:7]=3)=[C:16]([CH3:17])[O:15][N:14]=2)=[N:19][CH:20]=1. (6) Given the reactants [CH3:1][N:2]1[C:6]([CH:7]2[O:14][C:11]3([CH2:13][CH2:12]3)[CH2:10][CH:9]([CH3:15])[O:8]2)=[C:5]([N+:16]([O-:18])=[O:17])[CH:4]=[N:3]1.C(=O)([O-])[O-].[Na+].[Na+].C([O-])(O)=O.[Na+], predict the reaction product. The product is: [CH3:15][CH:9]1[CH2:10][C:11](=[O:14])[CH2:13][CH2:12][CH:7]([C:6]2[N:2]([CH3:1])[N:3]=[CH:4][C:5]=2[N+:16]([O-:18])=[O:17])[O:8]1. (7) Given the reactants [CH3:1][C:2]1O[C:4]([CH3:9])=[CH:5][C:6](=[O:8])[CH:7]=1.[NH3:10], predict the reaction product. The product is: [CH3:1][C:2]1[NH:10][C:4]([CH3:9])=[CH:5][C:6](=[O:8])[CH:7]=1. (8) Given the reactants F[C:2]1[C:7]([CH:8]2[CH2:13][CH2:12][O:11][CH2:10][CH2:9]2)=[CH:6][CH:5]=[CH:4][N:3]=1.[OH:14][C:15]1[CH:20]=[CH:19][C:18]([C:21]([C:23]2[CH:28]=[CH:27][CH:26]=[CH:25][N:24]=2)=[O:22])=[CH:17][CH:16]=1.C(=O)([O-])[O-].[Cs+].[Cs+], predict the reaction product. The product is: [N:24]1[CH:25]=[CH:26][CH:27]=[CH:28][C:23]=1[C:21]([C:18]1[CH:19]=[CH:20][C:15]([O:14][C:2]2[C:7]([CH:8]3[CH2:13][CH2:12][O:11][CH2:10][CH2:9]3)=[CH:6][CH:5]=[CH:4][N:3]=2)=[CH:16][CH:17]=1)=[O:22]. (9) Given the reactants [C:1]([O:4][CH2:5][CH2:6][CH2:7][C:8]1[S:9][C:10]([NH:34]C(OC(C)(C)C)=O)=[C:11]([C:13]([N:15]2[CH2:20][CH2:19][CH:18]([N:21]3[CH2:33][CH2:32][CH2:31][C:23]4([C:27](=[O:28])[O:26][C:25]([CH3:30])([CH3:29])[CH2:24]4)[CH2:22]3)[CH2:17][CH2:16]2)=[O:14])[CH:12]=1)(=[O:3])[CH3:2].C(=O)([O-])O.[Na+], predict the reaction product. The product is: [C:1]([O:4][CH2:5][CH2:6][CH2:7][C:8]1[S:9][C:10]([NH2:34])=[C:11]([C:13]([N:15]2[CH2:20][CH2:19][CH:18]([N:21]3[CH2:33][CH2:32][CH2:31][C:23]4([C:27](=[O:28])[O:26][C:25]([CH3:30])([CH3:29])[CH2:24]4)[CH2:22]3)[CH2:17][CH2:16]2)=[O:14])[CH:12]=1)(=[O:3])[CH3:2]. (10) Given the reactants [Cl:1][C:2]1[N:3]=[C:4](Cl)[C:5]2[N:10]=[N:9][N:8]([CH2:11][C:12]3[CH:17]=[CH:16][C:15]([O:18][CH3:19])=[CH:14][CH:13]=3)[C:6]=2[N:7]=1.CCN(C(C)C)C(C)C.[NH:30]1[CH2:34][CH2:33][C@H:32]([OH:35])[CH2:31]1.O, predict the reaction product. The product is: [Cl:1][C:2]1[N:3]=[C:4]([N:30]2[CH2:34][CH2:33][C@H:32]([OH:35])[CH2:31]2)[C:5]2[N:10]=[N:9][N:8]([CH2:11][C:12]3[CH:17]=[CH:16][C:15]([O:18][CH3:19])=[CH:14][CH:13]=3)[C:6]=2[N:7]=1.